Task: Predict which catalyst facilitates the given reaction.. Dataset: Catalyst prediction with 721,799 reactions and 888 catalyst types from USPTO (1) Reactant: [C:1]([N:4]1[CH2:9][CH2:8][CH:7]([N:10]([C:19]2[C:24]([Br:25])=[CH:23][N:22]=[C:21]([C:26]#[N:27])[N:20]=2)[NH:11]C(OC(C)(C)C)=O)[CH2:6][CH2:5]1)(=[O:3])[CH3:2].C1(C)C=CC(S(O)(=O)=O)=CC=1. Product: [C:1]([N:4]1[CH2:5][CH2:6][CH:7]([N:10]([C:19]2[C:24]([Br:25])=[CH:23][N:22]=[C:21]([C:26]#[N:27])[N:20]=2)[NH2:11])[CH2:8][CH2:9]1)(=[O:3])[CH3:2]. The catalyst class is: 10. (2) Reactant: [F:1][C:2]1[C:10]([O:11][C:12]2[C:21]3[C:16](=[CH:17][C:18]([O:24][CH2:25][C:26]4([C:29]([OH:31])=O)[CH2:28][CH2:27]4)=[C:19]([O:22][CH3:23])[CH:20]=3)[N:15]=[CH:14][CH:13]=2)=[CH:9][CH:8]=[C:7]2[C:3]=1[CH:4]=[C:5]([CH3:32])[NH:6]2.C[CH2:34][N:35](C(C)C)[CH:36](C)C.C(Cl)CCl.C1C=CC2N(O)N=NC=2C=1.Cl.CNC. Product: [F:1][C:2]1[C:10]([O:11][C:12]2[C:21]3[C:16](=[CH:17][C:18]([O:24][CH2:25][C:26]4([C:29]([N:35]([CH3:36])[CH3:34])=[O:31])[CH2:28][CH2:27]4)=[C:19]([O:22][CH3:23])[CH:20]=3)[N:15]=[CH:14][CH:13]=2)=[CH:9][CH:8]=[C:7]2[C:3]=1[CH:4]=[C:5]([CH3:32])[NH:6]2. The catalyst class is: 2.